Dataset: CYP2C19 inhibition data for predicting drug metabolism from PubChem BioAssay. Task: Regression/Classification. Given a drug SMILES string, predict its absorption, distribution, metabolism, or excretion properties. Task type varies by dataset: regression for continuous measurements (e.g., permeability, clearance, half-life) or binary classification for categorical outcomes (e.g., BBB penetration, CYP inhibition). Dataset: cyp2c19_veith. (1) The drug is O=C(c1cc(C(F)(F)F)cc(C(F)(F)F)c1)N1CCC[C@@]2(CCN(Cc3ccncc3)C2)C1. The result is 1 (inhibitor). (2) The drug is O=S(=O)(Nc1nccs1)c1ccc([As](=O)(O)O)cc1. The result is 0 (non-inhibitor). (3) The molecule is FC(F)(F)c1nc2ccccc2nc1N/N=C/c1ccc(Cl)cc1. The result is 1 (inhibitor). (4) The molecule is Cc1nnc(-c2cccc(Br)c2)c2cn(-c3ccc(Br)cc3)nc12. The result is 1 (inhibitor).